From a dataset of Full USPTO retrosynthesis dataset with 1.9M reactions from patents (1976-2016). Predict the reactants needed to synthesize the given product. (1) Given the product [F:1][C:2]1[CH:3]=[C:4]([C:10]2[CH:15]=[CH:14][C:13]([O:24][CH2:17][CH2:18][O:19][CH3:20])=[CH:12][CH:11]=2)[CH:5]=[CH:6][C:7]=1[F:9], predict the reactants needed to synthesize it. The reactants are: [F:1][CH:2]1[C:7]([F:9])(O)[CH:6]=[CH:5][C:4]([C:10]2[CH:15]=[CH:14][CH:13]=[CH:12][CH:11]=2)=[CH:3]1.Br[CH2:17][CH2:18][O:19][CH3:20].[I-].[K+].C(=O)([O-])[O-:24].[K+].[K+]. (2) Given the product [F:1][C:2]1[CH:7]=[CH:6][C:5]([C:8]#[C:9][CH2:10][CH2:11][C:12]#[CH:13])=[CH:4][CH:3]=1, predict the reactants needed to synthesize it. The reactants are: [F:1][C:2]1[CH:7]=[CH:6][C:5]([C:8]#[C:9][CH2:10][CH2:11][C:12]#[C:13][Si](C)(C)C)=[CH:4][CH:3]=1.[F-].C([N+](CCCC)(CCCC)CCCC)CCC.C1COCC1. (3) Given the product [Br:29][C:26]1[CH:27]=[CH:28][C:23]([O:17][CH2:16][CH:13]2[CH2:12][CH2:11][N:10]([CH2:9][C:3]3([C:2]([F:1])([F:18])[F:19])[CH2:4][CH2:5][CH2:6][CH2:7][CH2:8]3)[CH2:15][CH2:14]2)=[N:24][CH:25]=1, predict the reactants needed to synthesize it. The reactants are: [F:1][C:2]([F:19])([F:18])[C:3]1([CH2:9][N:10]2[CH2:15][CH2:14][CH:13]([CH2:16][OH:17])[CH2:12][CH2:11]2)[CH2:8][CH2:7][CH2:6][CH2:5][CH2:4]1.[H-].[Na+].Br[C:23]1[CH:28]=[CH:27][C:26]([Br:29])=[CH:25][N:24]=1. (4) Given the product [CH3:14][C:12]1[C:11](=[O:15])[NH:10][C:9](=[O:16])[N:8]([C:4]2[CH:5]=[CH:6][CH:7]=[C:2]([B:17]3[O:21][C:20]([CH3:23])([CH3:22])[C:19]([CH3:25])([CH3:24])[O:18]3)[CH:3]=2)[CH:13]=1, predict the reactants needed to synthesize it. The reactants are: Br[C:2]1[CH:3]=[C:4]([N:8]2[CH:13]=[C:12]([CH3:14])[C:11](=[O:15])[NH:10][C:9]2=[O:16])[CH:5]=[CH:6][CH:7]=1.[B:17]1([B:17]2[O:21][C:20]([CH3:23])([CH3:22])[C:19]([CH3:25])([CH3:24])[O:18]2)[O:21][C:20]([CH3:23])([CH3:22])[C:19]([CH3:25])([CH3:24])[O:18]1.C([O-])(=O)C.[K+].C(Cl)Cl.